From a dataset of Catalyst prediction with 721,799 reactions and 888 catalyst types from USPTO. Predict which catalyst facilitates the given reaction. (1) Reactant: [F:1][C:2]([F:21])([F:20])[C:3]1[CH:8]=[CH:7][C:6]([C:9]2[CH:14]=[CH:13][C:12]([CH2:15][C:16](=[O:19])[CH2:17][CH3:18])=[CH:11][CH:10]=2)=[CH:5][CH:4]=1.[BH4-].[Na+]. Product: [F:1][C:2]([F:20])([F:21])[C:3]1[CH:4]=[CH:5][C:6]([C:9]2[CH:14]=[CH:13][C:12]([CH2:15][CH:16]([OH:19])[CH2:17][CH3:18])=[CH:11][CH:10]=2)=[CH:7][CH:8]=1. The catalyst class is: 8. (2) Reactant: [CH3:1][O:2][C:3](=[O:53])[C@@H:4]([NH:20][C:21]([C@@H:23]1[CH2:32][C:31]2[CH:30]=[C:29]3[O:33][CH2:34][C@@H:35]([C:37]4[CH:42]=[CH:41][C:40]([O:43][CH2:44][C:45]5[CH:50]=[CH:49][C:48]([Cl:51])=[C:47]([Cl:52])[CH:46]=5)=[CH:39][CH:38]=4)[O:36][C:28]3=[CH:27][C:26]=2[CH2:25][NH:24]1)=[O:22])[CH2:5][C:6]1[CH:11]=[CH:10][C:9]([C:12]2[CH:17]=[CH:16][C:15]([C:18]#[N:19])=[CH:14][CH:13]=2)=[CH:8][CH:7]=1.Br[CH2:55][CH2:56][CH2:57][C:58]1[CH:63]=[CH:62][CH:61]=[CH:60][CH:59]=1.C([O-])(O)=O.[Na+]. Product: [CH3:1][O:2][C:3](=[O:53])[C@@H:4]([NH:20][C:21]([C@@H:23]1[CH2:32][C:31]2[CH:30]=[C:29]3[O:33][CH2:34][C@@H:35]([C:37]4[CH:42]=[CH:41][C:40]([O:43][CH2:44][C:45]5[CH:50]=[CH:49][C:48]([Cl:51])=[C:47]([Cl:52])[CH:46]=5)=[CH:39][CH:38]=4)[O:36][C:28]3=[CH:27][C:26]=2[CH2:25][N:24]1[CH:57]([C:58]1[CH:63]=[CH:62][CH:61]=[CH:60][CH:59]=1)[CH2:56][CH3:55])=[O:22])[CH2:5][C:6]1[CH:11]=[CH:10][C:9]([C:12]2[CH:13]=[CH:14][C:15]([C:18]#[N:19])=[CH:16][CH:17]=2)=[CH:8][CH:7]=1. The catalyst class is: 3. (3) Reactant: Cl.[NH2:2][OH:3].[F:4][C:5]([F:44])([F:43])[C:6]1[CH:7]=[C:8]([CH:36]=[C:37]([C:39]([F:42])([F:41])[F:40])[CH:38]=1)[CH2:9][N:10]1[C:14]([C:15]2[CH:20]=[CH:19][CH:18]=[CH:17][CH:16]=2)=[C:13]([C:21]2[N:22]([CH2:28][C:29]3[CH:34]=[CH:33][CH:32]=[CH:31][C:30]=3[Cl:35])[C:23]([CH:26]=O)=[N:24][N:25]=2)[N:12]=[N:11]1.[OH-].[Na+]. Product: [F:4][C:5]([F:44])([F:43])[C:6]1[CH:7]=[C:8]([CH:36]=[C:37]([C:39]([F:42])([F:41])[F:40])[CH:38]=1)[CH2:9][N:10]1[C:14]([C:15]2[CH:20]=[CH:19][CH:18]=[CH:17][CH:16]=2)=[C:13]([C:21]2[N:22]([CH2:28][C:29]3[CH:34]=[CH:33][CH:32]=[CH:31][C:30]=3[Cl:35])[C:23]([CH:26]=[N:2][OH:3])=[N:24][N:25]=2)[N:12]=[N:11]1. The catalyst class is: 26. (4) Reactant: [O:1]1[C:5]2[CH:6]=[CH:7][C:8]([C:10]#[C:11][C@@H:12]3[C@H:16]4[O:17][CH2:18][C@@H:19]([OH:20])[C@H:15]4[O:14][CH2:13]3)=[CH:9][C:4]=2[O:3][CH2:2]1.N1C=CC=CC=1.[F:27][C:28]([F:41])([F:40])[S:29](O[S:29]([C:28]([F:41])([F:40])[F:27])(=[O:31])=[O:30])(=[O:31])=[O:30]. Product: [O:1]1[C:5]2[CH:6]=[CH:7][C:8]([C:10]#[C:11][C@@H:12]3[C@H:16]4[O:17][CH2:18][C@@H:19]([O:20][S:29]([C:28]([F:41])([F:40])[F:27])(=[O:31])=[O:30])[C@H:15]4[O:14][CH2:13]3)=[CH:9][C:4]=2[O:3][CH2:2]1. The catalyst class is: 4. (5) Reactant: [Br:1][C:2]1[CH:9]=[C:8]([N:10]([CH:12]([CH3:15])[CH2:13]O)[CH3:11])[C:7]([N+:16]([O-:18])=[O:17])=[CH:6][C:3]=1[C:4]#[N:5].N1C=CC=CC=1.S(Cl)([Cl:27])=O. Product: [Br:1][C:2]1[CH:9]=[C:8]([N:10]([CH:12]([CH3:15])[CH2:13][Cl:27])[CH3:11])[C:7]([N+:16]([O-:18])=[O:17])=[CH:6][C:3]=1[C:4]#[N:5]. The catalyst class is: 2. (6) Product: [C:1]([O:5][C:6](=[O:25])[NH:7][C@H:8]1[CH2:13][C@@H:12]([C:14]2[C:19]([F:20])=[CH:18][CH:17]=[C:16]([F:21])[C:15]=2[F:22])[C@@H:11]([CH3:23])[NH:10][C:9]1=[O:24])([CH3:3])([CH3:2])[CH3:4]. The catalyst class is: 6. Reactant: [C:1]([O:5][C:6](=[O:25])[NH:7][CH:8]1[CH2:13][C@@H:12]([C:14]2[C:19]([F:20])=[CH:18][CH:17]=[C:16]([F:21])[C:15]=2[F:22])[C@@H:11]([CH3:23])[NH:10][C:9]1=[O:24])([CH3:4])([CH3:3])[CH3:2].C(O[K])(C)(C)C. (7) Reactant: [BrH:1].C(Cl)(Cl)=S.Br[C:7]1[C:16]([N:17]=[C:18]=[S:19])=[CH:15][CH:14]=[C:13]2[C:8]=1[N:9]=[CH:10][CH:11]=[N:12]2. Product: [Br:1][C:16]1([N:17]=[C:18]=[S:19])[CH:15]=[CH:14][C:13]2[N:12]=[CH:11][CH:10]=[N:9][C:8]=2[CH2:7]1. The catalyst class is: 6.